From a dataset of Catalyst prediction with 721,799 reactions and 888 catalyst types from USPTO. Predict which catalyst facilitates the given reaction. (1) Reactant: [S:1]1[CH:5]=[CH:4][C:3]2[C:6](=O)[C:7]3[S:8][CH:9]=[CH:10][C:11]=3[C:12](=O)[C:2]1=2.[CH2:15]([CH:17]([CH2:21][CH2:22][CH2:23][CH3:24])[CH2:18][Mg]Br)[CH3:16].Cl[Sn]Cl. Product: [CH2:15]([CH:17]([CH2:21][CH2:22][CH2:23][CH3:24])[CH2:18][C:6]1[C:7]2[S:8][CH:9]=[CH:10][C:11]=2[C:12]([CH2:6][CH:3]([CH2:4][CH3:5])[CH2:2][CH2:12][CH2:11][CH3:7])=[C:2]2[S:1][CH:5]=[CH:4][C:3]=12)[CH3:16]. The catalyst class is: 295. (2) Reactant: Cl.C(OC([N:9]1[CH:14]([C:15]2[NH:19][C:18]3[CH:20]=[C:21]([C:24]4[CH:29]=[CH:28][C:27]([C:30]5[CH:35]=[CH:34][C:33]([C:36]6[NH:37][C:38]([CH:41]7[CH2:47][C:44]8([CH2:46][CH2:45]8)[CH2:43][N:42]7[C:48](OC(C)(C)C)=[O:49])=[N:39][CH:40]=6)=[CH:32][CH:31]=5)=[CH:26][CH:25]=4)[CH:22]=[CH:23][C:17]=3[N:16]=2)[CH:13]2[CH2:55][CH:10]1[CH2:11][CH2:12]2)=O)(C)(C)C.[CH3:56][O:57][C:58]([NH:60][CH:61]([CH:65]([CH3:67])[CH3:66])[C:62]([OH:64])=O)=[O:59].[CH3:68]N1CCOCC1.CN(C(ON1N=NC2[CH:86]=[CH:87][CH:88]=[N:89]C1=2)=[N+](C)C)C.F[P-](F)(F)(F)(F)F.[C:99]([O:102][CH2:103]C)(=[O:101])C. Product: [CH3:103][O:102][C:99](=[O:101])[NH:89][CH:88]([C:48]([N:42]1[CH:41]([C:38]2[NH:37][C:36]([C:33]3[CH:32]=[CH:31][C:30]([C:27]4[CH:26]=[CH:25][C:24]([C:21]5[CH:22]=[CH:23][C:17]6[N:16]=[C:15]([CH:14]7[CH:12]8[CH2:11][CH:10]([CH2:55][CH2:13]8)[N:9]7[C:62](=[O:64])[CH:61]([NH:60][C:58]([O:57][CH3:56])=[O:59])[CH:65]([CH3:67])[CH3:66])[NH:19][C:18]=6[CH:20]=5)=[CH:29][CH:28]=4)=[CH:35][CH:34]=3)=[CH:40][N:39]=2)[CH2:47][C:44]2([CH2:45][CH2:46]2)[CH2:43]1)=[O:49])[CH:87]([CH3:68])[CH3:86]. The catalyst class is: 258. (3) Reactant: [CH3:1][O:2][C:3]1[CH:4]=[C:5]([C:14]([O:16][CH3:17])=[O:15])[CH:6]=[C:7]2[C:12]=1[NH:11][CH:10]=[CH:9][C:8]2=O.P(Br)(Br)[Br:19]. Product: [Br:19][C:8]1[C:7]2[C:12](=[C:3]([O:2][CH3:1])[CH:4]=[C:5]([C:14]([O:16][CH3:17])=[O:15])[CH:6]=2)[N:11]=[CH:10][CH:9]=1. The catalyst class is: 9. (4) Reactant: [OH:1][C@H:2]([C:32]1[CH:36]=[CH:35][N:34](COCC[Si](C)(C)C)[N:33]=1)[CH2:3][C@H:4]1[CH2:15][CH2:14][C:13]2[S:12][C:11]3[N:10]=[CH:9][N:8]=[C:7]([O:16][CH:17]4[CH2:22][CH2:21][CH:20]([N:23](C)[C:24](=O)OC(C)(C)C)[CH2:19][CH2:18]4)[C:6]=3[C:5]1=2.[ClH:45]. Product: [ClH:45].[CH3:24][NH:23][CH:20]1[CH2:19][CH2:18][CH:17]([O:16][C:7]2[C:6]3[C:5]4[C@@H:4]([CH2:3][C@@H:2]([C:32]5[CH:36]=[CH:35][NH:34][N:33]=5)[OH:1])[CH2:15][CH2:14][C:13]=4[S:12][C:11]=3[N:10]=[CH:9][N:8]=2)[CH2:22][CH2:21]1. The catalyst class is: 4. (5) Reactant: [O:1]=[CH:2][C:3]1[CH:11]=[CH:10][C:8]([OH:9])=[C:5]([O:6][CH3:7])[CH:4]=1.C([O-])([O-])=O.[K+].[K+].Br[CH2:19][CH2:20][CH2:21][CH2:22][CH2:23][CH2:24][CH2:25][CH2:26][CH2:27][CH2:28][CH2:29][CH3:30]. Product: [CH2:30]([O:9][C:8]1[CH:10]=[CH:11][C:3]([CH:2]=[O:1])=[CH:4][C:5]=1[O:6][CH3:7])[CH2:29][CH2:28][CH2:27][CH2:26][CH2:25][CH2:24][CH2:23][CH2:22][CH2:21][CH2:20][CH3:19]. The catalyst class is: 8. (6) Reactant: [C:1]([C:5]1[CH:10]=[CH:9][C:8]([N:11]2[CH:15]([C:16]3[CH:21]=[CH:20][C:19]([C:22]#[C:23][Si](C)(C)C)=[CH:18][CH:17]=3)[CH2:14][CH2:13][CH:12]2[C:28]2[CH:33]=[CH:32][C:31]([C:34]#[C:35][Si](C)(C)C)=[CH:30][CH:29]=2)=[CH:7][CH:6]=1)([CH3:4])([CH3:3])[CH3:2].CCCC[N+](CCCC)(CCCC)CCCC.[F-]. Product: [C:1]([C:5]1[CH:6]=[CH:7][C:8]([N:11]2[CH:12]([C:28]3[CH:33]=[CH:32][C:31]([C:34]#[CH:35])=[CH:30][CH:29]=3)[CH2:13][CH2:14][CH:15]2[C:16]2[CH:17]=[CH:18][C:19]([C:22]#[CH:23])=[CH:20][CH:21]=2)=[CH:9][CH:10]=1)([CH3:2])([CH3:4])[CH3:3]. The catalyst class is: 1.